From a dataset of Full USPTO retrosynthesis dataset with 1.9M reactions from patents (1976-2016). Predict the reactants needed to synthesize the given product. (1) Given the product [CH3:3][O:2][N:4]=[C:26]([CH2:25][CH2:24][C:17]1[N:18]([CH2:19][C:20]([OH:23])([CH3:22])[CH3:21])[C:14]2[C:13]3[CH:12]=[CH:11][CH:10]=[CH:9][C:8]=3[N:7]=[C:6]([NH2:5])[C:15]=2[N:16]=1)[CH3:27], predict the reactants needed to synthesize it. The reactants are: Cl.[O:2]([NH2:4])[CH3:3].[NH2:5][C:6]1[C:15]2[N:16]=[C:17]([CH2:24][CH2:25][C:26](=O)[CH3:27])[N:18]([CH2:19][C:20]([OH:23])([CH3:22])[CH3:21])[C:14]=2[C:13]2[CH:12]=[CH:11][CH:10]=[CH:9][C:8]=2[N:7]=1.O. (2) Given the product [F:1][C:2]1[CH:3]=[C:4]([CH:8]=[CH:9][C:10]=1[N:11]1[CH2:16][CH2:15][O:14][CH2:13][CH2:12]1)[C:5]([N:22]=[N+:23]=[N-:24])=[O:6], predict the reactants needed to synthesize it. The reactants are: [F:1][C:2]1[CH:3]=[C:4]([CH:8]=[CH:9][C:10]=1[N:11]1[CH2:16][CH2:15][O:14][CH2:13][CH2:12]1)[C:5](O)=[O:6].O=P(Cl)(Cl)Cl.[N-:22]=[N+:23]=[N-:24].[Na+]. (3) The reactants are: [O:1]1[CH:3]2[CH2:4][CH2:5][CH2:6][CH2:7][CH2:8][CH2:9][CH2:10][CH2:11][CH2:12][CH2:13][CH:2]12.[Br-].[Li+]. Given the product [C:2]1(=[O:1])[CH2:13][CH2:12][CH2:11][CH2:10][CH2:9][CH2:8][CH2:7][CH2:6][CH2:5][CH2:4][CH2:3]1, predict the reactants needed to synthesize it. (4) Given the product [F:3][C:4]1[CH:26]=[CH:25][CH:24]=[C:23]([F:27])[C:5]=1[C:6]([N:8]1[C:9](=[O:10])[N:11]([C:12]2[CH:17]=[CH:16][C:15]([S:18][CH:19]([F:20])[F:21])=[CH:14][C:13]=2[F:22])[CH2:32][O:31][CH2:29]1)=[O:7], predict the reactants needed to synthesize it. The reactants are: [H-].[Na+].[F:3][C:4]1[CH:26]=[CH:25][CH:24]=[C:23]([F:27])[C:5]=1[C:6]([NH:8][C:9]([NH:11][C:12]1[CH:17]=[CH:16][C:15]([S:18][CH:19]([F:21])[F:20])=[CH:14][C:13]=1[F:22])=[O:10])=[O:7].Cl[CH:29]([O:31][CH:32](Cl)Cl)Cl.[Cl-].[NH4+]. (5) Given the product [Cl:1][C:2]1[CH:3]=[CH:4][C:5]([C:8]2[S:12][C:11]([C:13]([OH:15])=[O:14])=[C:10]([C:18]3[CH:23]=[CH:22][C:21]([S:24](=[O:27])(=[O:26])[NH2:25])=[C:20]([CH3:28])[CH:19]=3)[C:9]=2[CH3:29])=[CH:6][CH:7]=1, predict the reactants needed to synthesize it. The reactants are: [Cl:1][C:2]1[CH:7]=[CH:6][C:5]([C:8]2[S:12][C:11]([C:13]([O:15]CC)=[O:14])=[C:10]([C:18]3[CH:23]=[CH:22][C:21]([S:24](=[O:27])(=[O:26])[NH2:25])=[C:20]([CH3:28])[CH:19]=3)[C:9]=2[CH3:29])=[CH:4][CH:3]=1.[OH-].[Na+].Cl. (6) Given the product [N+:14]([C:17]1[CH:22]=[CH:21][CH:20]=[C:19]([N+:23]([O-:25])=[O:24])[C:18]=1[NH:1][C:2]1[CH:7]=[CH:6][CH:5]=[CH:4][C:3]=1[OH:8])([O-:16])=[O:15], predict the reactants needed to synthesize it. The reactants are: [NH2:1][C:2]1[CH:7]=[CH:6][CH:5]=[CH:4][C:3]=1[OH:8].C([O-])(=O)C.[Na+].[N+:14]([C:17]1[CH:22]=[CH:21][CH:20]=[C:19]([N+:23]([O-:25])=[O:24])[C:18]=1Cl)([O-:16])=[O:15].